From a dataset of Full USPTO retrosynthesis dataset with 1.9M reactions from patents (1976-2016). Predict the reactants needed to synthesize the given product. (1) Given the product [NH:1]1[C:2]2[C:3](=[CH:4][CH:5]=[CH:6][CH:7]=2)[CH:8]=[C:9]1[C:10]1[C:11]([O:32][CH3:33])=[CH:12][C:13]([O:30][CH3:31])=[C:14](/[CH:16]=[CH:17]/[C:18]([C:20]2[CH:25]=[CH:24][C:23]([S:26]([NH2:29])(=[O:28])=[O:27])=[CH:22][CH:21]=2)=[O:19])[CH:15]=1, predict the reactants needed to synthesize it. The reactants are: [NH2:1][C:2]1[CH:7]=[CH:6][CH:5]=[CH:4][C:3]=1[C:8]#[C:9][C:10]1[C:11]([O:32][CH3:33])=[CH:12][C:13]([O:30][CH3:31])=[C:14](/[CH:16]=[CH:17]/[C:18]([C:20]2[CH:25]=[CH:24][C:23]([S:26]([NH2:29])(=[O:28])=[O:27])=[CH:22][CH:21]=2)=[O:19])[CH:15]=1. (2) The reactants are: [C:1]([CH:4]([CH2:10][C:11](=O)[C:12]1[CH:17]=[CH:16][CH:15]=[CH:14][CH:13]=1)[C:5]([O:7][CH2:8][CH3:9])=[O:6])(=O)[CH3:2].C([O-])(=O)C.[NH4+:23]. Given the product [CH3:2][C:1]1[NH:23][C:11]([C:12]2[CH:17]=[CH:16][CH:15]=[CH:14][CH:13]=2)=[CH:10][C:4]=1[C:5]([O:7][CH2:8][CH3:9])=[O:6], predict the reactants needed to synthesize it. (3) The reactants are: [NH2:1][C:2]1[C:7]([OH:8])=[C:6]([Cl:9])[N:5]=[CH:4][N:3]=1.[C:10]([N:17]([CH2:19][CH2:20]O)[CH3:18])([O:12][C:13]([CH3:16])([CH3:15])[CH3:14])=[O:11].CC(OC(/N=N/C(OC(C)C)=O)=O)C. Given the product [NH2:1][C:2]1[C:7]([O:8][CH2:20][CH2:19][N:17]([CH3:18])[C:10](=[O:11])[O:12][C:13]([CH3:15])([CH3:14])[CH3:16])=[C:6]([Cl:9])[N:5]=[CH:4][N:3]=1, predict the reactants needed to synthesize it. (4) Given the product [Cl:11][C:6]1[N:5]=[CH:4][N:3]=[C:2]([NH:23][CH2:22][C@@H:19]2[CH2:20][CH2:21][N:17]([C:15]([CH:12]3[CH2:13][CH2:14]3)=[O:16])[CH2:18]2)[C:7]=1[N+:8]([O-:10])=[O:9], predict the reactants needed to synthesize it. The reactants are: Cl[C:2]1[C:7]([N+:8]([O-:10])=[O:9])=[C:6]([Cl:11])[N:5]=[CH:4][N:3]=1.[CH:12]1([C:15]([N:17]2[CH2:21][CH2:20][C@@H:19]([CH2:22][NH2:23])[CH2:18]2)=[O:16])[CH2:14][CH2:13]1.C(N(CC)CC)C.